From a dataset of Catalyst prediction with 721,799 reactions and 888 catalyst types from USPTO. Predict which catalyst facilitates the given reaction. Reactant: [CH3:1][O:2][C:3]1[CH:12]=[C:11]2[C:6]([CH:7]=[C:8]([C:13]([O:15]CC)=[O:14])[CH:9]=[N:10]2)=[CH:5][CH:4]=1.CO.[OH-].[Na+]. Product: [CH3:1][O:2][C:3]1[CH:12]=[C:11]2[C:6]([CH:7]=[C:8]([C:13]([OH:15])=[O:14])[CH:9]=[N:10]2)=[CH:5][CH:4]=1. The catalyst class is: 1.